From a dataset of Reaction yield outcomes from USPTO patents with 853,638 reactions. Predict the reaction yield, written as a fraction of the theoretical maximum amount of product (1.0 means a 100% yield; for example, 0.34 means a 34% yield). The reactants are [CH3:1][NH:2][N:3]=[CH:4][C:5](=[O:7])[CH3:6].[CH2:8]([C:13]1[CH:18]=[CH:17][C:16]([C:19](=O)[CH:20]=[O:21])=[CH:15][CH:14]=1)[CH2:9][CH2:10][CH2:11][CH3:12]. The catalyst is C(O)(=O)C. The product is [CH2:8]([C:13]1[CH:18]=[CH:17][C:16]([C:19]2[N:2]([CH3:1])[N:3]=[C:4]([C:5](=[O:7])[CH3:6])[C:20]=2[OH:21])=[CH:15][CH:14]=1)[CH2:9][CH2:10][CH2:11][CH3:12]. The yield is 0.103.